From a dataset of Full USPTO retrosynthesis dataset with 1.9M reactions from patents (1976-2016). Predict the reactants needed to synthesize the given product. (1) The reactants are: [Cl:1][C:2]1[CH:3]=[CH:4][C:5]2[O:10][CH2:9][C:8](=[O:11])[N:7]([CH2:12][CH2:13][N:14]3[CH2:19][CH2:18][CH:17]([NH:20]C(=O)OC(C)(C)C)[CH2:16][CH2:15]3)[C:6]=2[CH:28]=1.NC1CCN(CCN2C3C(=CC=C(C#N)C=3)C=CC2=O)CC1. Given the product [NH2:20][CH:17]1[CH2:16][CH2:15][N:14]([CH2:13][CH2:12][N:7]2[C:6]3[CH:28]=[C:2]([Cl:1])[CH:3]=[CH:4][C:5]=3[O:10][CH2:9][C:8]2=[O:11])[CH2:19][CH2:18]1, predict the reactants needed to synthesize it. (2) Given the product [F:14][C:11]([F:12])([F:13])[C:10]([NH:9][CH2:8][C:4]1[CH:5]=[CH:6][CH:7]=[C:2]([NH:1][C:28]2[N:33]=[C:32]([C:34]3[C:35]([C:43]4[CH:48]=[CH:47][CH:46]=[C:45]([NH:49][C:50](=[O:57])[CH2:51][C:52]5[S:53][CH:54]=[CH:55][CH:56]=5)[CH:44]=4)=[N:36][N:37]4[CH:42]=[CH:41][CH:40]=[CH:39][C:38]=34)[CH:31]=[CH:30][N:29]=2)[CH:3]=1)=[O:15], predict the reactants needed to synthesize it. The reactants are: [NH2:1][C:2]1[CH:3]=[C:4]([CH2:8][NH:9][C:10](=[O:15])[C:11]([F:14])([F:13])[F:12])[CH:5]=[CH:6][CH:7]=1.O1C(C2C=C(N[C:28]3[N:33]=[C:32]([C:34]4[C:35]([C:43]5[CH:44]=[C:45]([NH:49][C:50](=[O:57])[CH2:51][C:52]6[S:53][CH:54]=[CH:55][CH:56]=6)[CH:46]=[CH:47][CH:48]=5)=[N:36][N:37]5[CH:42]=[CH:41][CH:40]=[CH:39][C:38]=45)[CH:31]=[CH:30][N:29]=3)C=CC=2)=CN=C1. (3) Given the product [Cl:1][C:2]1[CH:7]=[CH:6][C:5]([C:8]2[CH:9]=[CH:10][C:11]([CH2:14][CH2:15][CH:16]([OH:38])[CH:17]([CH2:25][CH2:26][N:27]3[C:28](=[O:37])[C:29]4[C:34](=[CH:33][CH:32]=[CH:31][CH:30]=4)[C:35]3=[O:36])[C:18]([OH:20])=[O:19])=[CH:12][CH:13]=2)=[CH:4][CH:3]=1, predict the reactants needed to synthesize it. The reactants are: [Cl:1][C:2]1[CH:7]=[CH:6][C:5]([C:8]2[CH:13]=[CH:12][C:11]([CH2:14][CH2:15][CH:16]([O:38]CC3C=CC(OC)=CC=3)[CH:17]([CH2:25][CH2:26][N:27]3[C:35](=[O:36])[C:34]4[C:29](=[CH:30][CH:31]=[CH:32][CH:33]=4)[C:28]3=[O:37])[C:18]([O:20]C(C)(C)C)=[O:19])=[CH:10][CH:9]=2)=[CH:4][CH:3]=1.FC(F)(F)C(O)=O. (4) Given the product [Cl:1][C:2]1[CH:3]=[C:4]([F:29])[C:5]([CH:9]([C:22]2[CH:23]=[CH:24][C:25]([F:28])=[CH:26][CH:27]=2)[C:10]2[C:18]3[C:13](=[C:14]([CH2:19][S:20]([CH3:21])=[O:49])[CH:15]=[CH:16][CH:17]=3)[NH:12][CH:11]=2)=[C:6]([F:8])[CH:7]=1, predict the reactants needed to synthesize it. The reactants are: [Cl:1][C:2]1[CH:7]=[C:6]([F:8])[C:5]([CH:9]([C:22]2[CH:27]=[CH:26][C:25]([F:28])=[CH:24][CH:23]=2)[C:10]2[C:18]3[C:13](=[C:14]([CH2:19][S:20][CH3:21])[CH:15]=[CH:16][CH:17]=3)[NH:12][CH:11]=2)=[C:4]([F:29])[CH:3]=1.ClC1C=CC(C(C2C=CC(Cl)=CC=2)C2C3C(=C(CS(C)=[O:49])C=CC=3)NC=2)=CC=1. (5) Given the product [C:1]([C:5]1[CH:9]=[C:8]([O:10][CH2:11][C:12]2[CH:17]=[CH:16][CH:15]=[C:14]([CH3:18])[N:13]=2)[N:7]([CH2:19][C:20]2[CH:29]=[CH:28][C:23]([CH2:24][OH:25])=[CH:22][CH:21]=2)[N:6]=1)([CH3:4])([CH3:2])[CH3:3], predict the reactants needed to synthesize it. The reactants are: [C:1]([C:5]1[CH:9]=[C:8]([O:10][CH2:11][C:12]2[CH:17]=[CH:16][CH:15]=[C:14]([CH3:18])[N:13]=2)[N:7]([CH2:19][C:20]2[CH:29]=[CH:28][C:23]([C:24](OC)=[O:25])=[CH:22][CH:21]=2)[N:6]=1)([CH3:4])([CH3:3])[CH3:2].[H-].[Al+3].[Li+].[H-].[H-].[H-].C(O)C.[Cl-].[NH4+]. (6) Given the product [C:11]([O:10][C:9](=[O:15])[N:8]([C:6]1[CH:5]=[CH:4][C:3]([Cl:16])=[C:2]([Br:1])[N:7]=1)[CH2:30][CH:31]1[CH2:36][CH2:35][O:34][C:33]([CH3:38])([CH3:37])[CH2:32]1)([CH3:13])([CH3:12])[CH3:14], predict the reactants needed to synthesize it. The reactants are: [Br:1][C:2]1[N:7]=[C:6]([NH:8][C:9](=[O:15])[O:10][C:11]([CH3:14])([CH3:13])[CH3:12])[CH:5]=[CH:4][C:3]=1[Cl:16].[H-].[Na+].CC1C=CC(S(O[CH2:30][CH:31]2[CH2:36][CH2:35][O:34][C:33]([CH3:38])([CH3:37])[CH2:32]2)(=O)=O)=CC=1.